Dataset: Reaction yield outcomes from USPTO patents with 853,638 reactions. Task: Predict the reaction yield, written as a fraction of the theoretical maximum amount of product (1.0 means a 100% yield; for example, 0.34 means a 34% yield). (1) The product is [CH3:1][O:2][C:3]1[CH:8]=[C:7]2[C:6](=[CH:5][CH:4]=1)[N:9]=[C:15]([CH3:17])[CH:14]=[C:13]2[OH:12]. The yield is 0.550. The reactants are [CH3:1][O:2][C:3]1[CH:8]=[CH:7][C:6]([NH2:9])=[CH:5][CH:4]=1.C([O:12][C:13](=O)[CH2:14][C:15]([CH3:17])=O)C.[OH-].[Na+]. No catalyst specified. (2) The reactants are [N:1]1([C:6]2[CH:14]=[CH:13][C:9]([C:10]([OH:12])=O)=[CH:8][CH:7]=2)[CH:5]=[CH:4][N:3]=[CH:2]1.C(Cl)(=O)C(Cl)=O.C(N(CC)CC)C.[NH:28]1[CH2:31][CH:30]([C:32]([N:34]2[CH2:40][CH2:39][CH2:38][N:37]([CH:41]3[CH2:44][CH2:43][CH2:42]3)[CH2:36][CH2:35]2)=[O:33])[CH2:29]1. The catalyst is ClCCl.CN(C=O)C. The product is [CH:41]1([N:37]2[CH2:38][CH2:39][CH2:40][N:34]([C:32]([CH:30]3[CH2:29][N:28]([C:10]([C:9]4[CH:8]=[CH:7][C:6]([N:1]5[CH:5]=[CH:4][N:3]=[CH:2]5)=[CH:14][CH:13]=4)=[O:12])[CH2:31]3)=[O:33])[CH2:35][CH2:36]2)[CH2:44][CH2:43][CH2:42]1. The yield is 0.0400. (3) The reactants are C([NH:4][C@:5]1([C:22](NC(C)(C)C)=[O:23])[C@@H:9]([CH2:10][CH2:11][CH2:12][B:13]2[O:17]C(C)(C)C(C)(C)[O:14]2)[CH2:8][NH:7][CH2:6]1)(=O)C.S([O-])([O-])(=O)=O.[Na+].[Na+].C([N:46]1[CH2:51][CH2:50][CH2:49][CH2:48][CH:47]1[CH:52]=O)(OCC1C=CC=CC=1)=O.C(O[BH-](OC(=O)C)OC(=O)C)(=[O:56])C.[Na+].C(=O)([O-])[O-].[Na+].[Na+]. The catalyst is ClCCCl.C(O)(=O)C. The product is [NH2:4][C@:5]1([C:22]([OH:23])=[O:56])[C@@H:9]([CH2:10][CH2:11][CH2:12][B:13]([OH:14])[OH:17])[CH2:8][N:7]([CH2:52][CH:47]2[CH2:48][CH2:49][CH2:50][CH2:51][NH:46]2)[CH2:6]1. The yield is 0.740. (4) The reactants are [CH3:1][O:2][C:3]1[CH:27]=[CH:26][C:6]([CH2:7][N:8]2[CH:17]=[C:16]3[C:10]([CH:11]([C:22]([F:25])([F:24])[F:23])[CH2:12][CH2:13][C:14]4[S:20][C:19]([NH2:21])=[N:18][C:15]=43)=[N:9]2)=[CH:5][CH:4]=1.Cl[C:29]1[N:34]=[C:33]([CH3:35])[CH:32]=[CH:31][N:30]=1.CC1(C)C2C(=C(P(C3C=CC=CC=3)C3C=CC=CC=3)C=CC=2)OC2C(P(C3C=CC=CC=3)C3C=CC=CC=3)=CC=CC1=2.C([O-])([O-])=O.[Cs+].[Cs+]. The catalyst is O1CCOCC1.C1C=CC(/C=C/C(/C=C/C2C=CC=CC=2)=O)=CC=1.C1C=CC(/C=C/C(/C=C/C2C=CC=CC=2)=O)=CC=1.C1C=CC(/C=C/C(/C=C/C2C=CC=CC=2)=O)=CC=1.[Pd].[Pd]. The product is [CH3:1][O:2][C:3]1[CH:4]=[CH:5][C:6]([CH2:7][N:8]2[CH:17]=[C:16]3[C:10]([CH:11]([C:22]([F:24])([F:25])[F:23])[CH2:12][CH2:13][C:14]4[S:20][C:19]([NH:21][C:29]5[N:34]=[C:33]([CH3:35])[CH:32]=[CH:31][N:30]=5)=[N:18][C:15]=43)=[N:9]2)=[CH:26][CH:27]=1. The yield is 0.680. (5) The reactants are Cl.[NH2:2][C:3]1[N:4]=[C:5]2[CH:10]=[CH:9][C:8]([O:11][C:12]3[CH:13]=[CH:14][C:15]([F:28])=[C:16]([NH:18][C:19]([C:21]4[N:25]([CH3:26])[N:24]=[C:23]([CH3:27])[CH:22]=4)=[O:20])[CH:17]=3)=[N:7][N:6]2[CH:29]=1.[Cl-].[CH3:31][O:32][NH3+:33].C(N(CC)CC)C.CN(C)[CH:43]=[O:44]. No catalyst specified. The product is [F:28][C:15]1[CH:14]=[CH:13][C:12]([O:11][C:8]2[CH:9]=[CH:10][C:5]3[N:6]([CH:29]=[C:3]([NH:2][C:43]([NH:33][O:32][CH3:31])=[O:44])[N:4]=3)[N:7]=2)=[CH:17][C:16]=1[NH:18][C:19]([C:21]1[N:25]([CH3:26])[N:24]=[C:23]([CH3:27])[CH:22]=1)=[O:20]. The yield is 0.540. (6) The catalyst is C1C=CC(P(C2C=CC=CC=2)[C-]2C=CC=C2)=CC=1.C1C=CC(P(C2C=CC=CC=2)[C-]2C=CC=C2)=CC=1.Cl[Pd]Cl.[Fe+2].C(Cl)Cl. The yield is 0.790. The reactants are Br[C:2]1[N:7]=[C:6]([C:8]([OH:10])=[O:9])[CH:5]=[CH:4][C:3]=1[F:11].[F:12][C:13]1[CH:18]=[C:17]([F:19])[CH:16]=[CH:15][C:14]=1B(O)O. The product is [F:12][C:13]1[CH:18]=[C:17]([F:19])[CH:16]=[CH:15][C:14]=1[C:2]1[N:7]=[C:6]([C:8]([OH:10])=[O:9])[CH:5]=[CH:4][C:3]=1[F:11].